Dataset: Full USPTO retrosynthesis dataset with 1.9M reactions from patents (1976-2016). Task: Predict the reactants needed to synthesize the given product. (1) Given the product [N:1]1[N:2]([C:6]2[CH:11]=[CH:10][CH:9]=[CH:8][C:7]=2[C:12]([N:14]2[CH2:19][C@H:18]([O:20][C:21]3[CH:26]=[C:25]([O:27][CH:36]([F:41])[F:40])[CH:24]=[CH:23][N:22]=3)[CH2:17][CH2:16][C@H:15]2[CH3:28])=[O:13])[N:3]=[CH:4][CH:5]=1, predict the reactants needed to synthesize it. The reactants are: [N:1]1[N:2]([C:6]2[CH:11]=[CH:10][CH:9]=[CH:8][C:7]=2[C:12]([N:14]2[CH2:19][C@H:18]([O:20][C:21]3[CH:26]=[C:25]([OH:27])[CH:24]=[CH:23][N:22]=3)[CH2:17][CH2:16][C@H:15]2[CH3:28])=[O:13])[N:3]=[CH:4][CH:5]=1.C(=O)([O-])[O-].[K+].[K+].Cl[C:36]([F:41])([F:40])C([O-])=O.[Na+]. (2) Given the product [CH3:25][N:24]1[CH2:11][CH2:5][CH2:6][CH2:7][C@@H:8]1[CH2:9][OH:3], predict the reactants needed to synthesize it. The reactants are: NN.[OH-:3].[Na+].[C:5]1([C:11]([N:24]=[C:25]=O)(C2C=CC=CC=2)C2C=CC=CC=2)C=[CH:9][CH:8]=[CH:7][CH:6]=1. (3) Given the product [O:41]=[C:35]([C:32]1[CH:33]=[CH:34][C:29]([C:9]2[CH:10]=[CH:11][C:12]([C:15]3[S:16][CH:17]=[CH:18][C:19]=3[NH:20][S:21]([CH:24]([CH3:25])[CH3:26])(=[O:22])=[O:23])=[CH:13][CH:14]=2)=[CH:30][CH:31]=1)[CH2:36][CH2:37][C:38]([OH:40])=[O:39], predict the reactants needed to synthesize it. The reactants are: CC1(C)C(C)(C)OB([C:9]2[CH:14]=[CH:13][C:12]([C:15]3[S:16][CH:17]=[CH:18][C:19]=3[NH:20][S:21]([CH:24]([CH3:26])[CH3:25])(=[O:23])=[O:22])=[CH:11][CH:10]=2)O1.Br[C:29]1[CH:34]=[CH:33][C:32]([C:35](=[O:41])[CH2:36][CH2:37][C:38]([OH:40])=[O:39])=[CH:31][CH:30]=1.C([O-])([O-])=O.[Na+].[Na+].O.[OH-].[Na+].Cl. (4) Given the product [OH:2][CH2:3][CH2:4][NH:5][S:6]([C:9]1[CH:10]=[CH:11][C:12]([CH2:13][NH:14][C:15]([C:17]2[C:18]3[CH:19]=[N:20][N:21]([C:26]4[CH:31]=[CH:30][C:29]([F:32])=[CH:28][CH:27]=4)[C:22]=3[CH:23]=[CH:24][CH:25]=2)=[O:16])=[CH:33][CH:34]=1)(=[O:8])=[O:7], predict the reactants needed to synthesize it. The reactants are: C[O:2][CH2:3][CH2:4][NH:5][S:6]([C:9]1[CH:34]=[CH:33][C:12]([CH2:13][NH:14][C:15]([C:17]2[C:18]3[CH:19]=[N:20][N:21]([C:26]4[CH:31]=[CH:30][C:29]([F:32])=[CH:28][CH:27]=4)[C:22]=3[CH:23]=[CH:24][CH:25]=2)=[O:16])=[CH:11][CH:10]=1)(=[O:8])=[O:7].B(Br)(Br)Br. (5) Given the product [CH2:15]([N:17]1[CH:21]=[C:20]([C:2]2[C:6]([CH3:7])=[C:5]([NH2:8])[N:4]([C:9]3[CH:14]=[CH:13][CH:12]=[CH:11][CH:10]=3)[N:3]=2)[CH:19]=[N:18]1)[CH3:16], predict the reactants needed to synthesize it. The reactants are: Br[C:2]1[C:6]([CH3:7])=[C:5]([NH2:8])[N:4]([C:9]2[CH:14]=[CH:13][CH:12]=[CH:11][CH:10]=2)[N:3]=1.[CH2:15]([N:17]1[CH:21]=[C:20](B2OC(C)(C)C(C)(C)O2)[CH:19]=[N:18]1)[CH3:16].C([O-])([O-])=O.[K+].[K+].O. (6) Given the product [N:1]1([N:7]2[CH2:9][CH2:10][NH:11][C:12]2=[O:13])[CH2:6][CH2:5][O:4][CH2:3][CH2:2]1, predict the reactants needed to synthesize it. The reactants are: [N:1]1([NH2:7])[CH2:6][CH2:5][O:4][CH2:3][CH2:2]1.Cl[CH2:9][CH2:10][N:11]=[C:12]=[O:13].CC(C)([O-])C.[K+].O. (7) Given the product [CH:6]1([C@@H:9]2[C:16]3[CH:15]=[N:14][NH:13][C:12]=3[C:11](=[O:2])[N:10]2[S:17]([C:20]2[CH:25]=[CH:24][C:23]([C:26]([F:27])([F:28])[F:29])=[CH:22][CH:21]=2)(=[O:19])=[O:18])[CH2:7][CH2:8]1, predict the reactants needed to synthesize it. The reactants are: I(O)(=O)(=O)=[O:2].[CH:6]1([C@@H:9]2[C:16]3[CH:15]=[N:14][NH:13][C:12]=3[CH2:11][N:10]2[S:17]([C:20]2[CH:25]=[CH:24][C:23]([C:26]([F:29])([F:28])[F:27])=[CH:22][CH:21]=2)(=[O:19])=[O:18])[CH2:8][CH2:7]1. (8) Given the product [C:19]([O:18][C:16](=[O:17])[NH:15][CH2:14][CH2:13][CH2:12][CH2:11][C@H:10]([NH:9][C:7](=[O:8])[C:6]1[CH:28]=[CH:29][CH:30]=[C:4]([N:1]=[N+:2]=[N-:3])[CH:5]=1)[C:23](=[O:27])[CH2:24][Br:31])([CH3:22])([CH3:21])[CH3:20], predict the reactants needed to synthesize it. The reactants are: [N:1]([C:4]1[CH:5]=[C:6]([CH:28]=[CH:29][CH:30]=1)[C:7]([NH2+:9][C@H:10]([C:23](=[O:27])[CH:24]=[N+]=[N-])[CH2:11][CH2:12][CH2:13][CH2:14][NH:15][C:16]([O:18][C:19]([CH3:22])([CH3:21])[CH3:20])=[O:17])=[O:8])=[N+:2]=[N-:3].[BrH:31].CC(O)=O.